Dataset: Forward reaction prediction with 1.9M reactions from USPTO patents (1976-2016). Task: Predict the product of the given reaction. (1) Given the reactants Cl.[NH:2]1[CH2:5][CH2:4][CH2:3]1.[CH3:6][C:7]([O:10][C:11]([NH:13][CH2:14][CH2:15][C:16](O)=[O:17])=[O:12])([CH3:9])[CH3:8].Cl.C(N=C=NCCCN(C)C)C.ON1C2C=CC=CC=2N=N1, predict the reaction product. The product is: [N:2]1([C:16](=[O:17])[CH2:15][CH2:14][NH:13][C:11](=[O:12])[O:10][C:7]([CH3:6])([CH3:8])[CH3:9])[CH2:5][CH2:4][CH2:3]1. (2) Given the reactants [F:1][C:2]1[CH:3]=[C:4]2[C:8](=[C:9]([N+:11]([O-:13])=[O:12])[CH:10]=1)[NH:7][CH:6]=[C:5]2[CH:14]([C:19]1[CH:24]=[CH:23][C:22]([C:25]([F:28])([F:27])[F:26])=[CH:21][CH:20]=1)[CH2:15][C:16]([OH:18])=[O:17].S(Cl)(Cl)=O.[CH2:33](O)[CH3:34], predict the reaction product. The product is: [F:1][C:2]1[CH:3]=[C:4]2[C:8](=[C:9]([N+:11]([O-:13])=[O:12])[CH:10]=1)[NH:7][CH:6]=[C:5]2[CH:14]([C:19]1[CH:24]=[CH:23][C:22]([C:25]([F:26])([F:28])[F:27])=[CH:21][CH:20]=1)[CH2:15][C:16]([O:18][CH2:33][CH3:34])=[O:17].